Dataset: Full USPTO retrosynthesis dataset with 1.9M reactions from patents (1976-2016). Task: Predict the reactants needed to synthesize the given product. (1) Given the product [F:16][CH:14]1[CH2:15][C@@:8]2([C:6]([OH:7])=[O:5])[C@H:12]([C:11](=[O:17])[N:10]([C@@H:18]([C:20]3[CH:25]=[CH:24][CH:23]=[CH:22][CH:21]=3)[CH3:19])[CH2:9]2)[CH2:13]1, predict the reactants needed to synthesize it. The reactants are: C([O:5][C:6]([C@:8]12[CH2:15][CH:14]([F:16])[CH2:13][C@H:12]1[C:11](=[O:17])[N:10]([C@@H:18]([C:20]1[CH:25]=[CH:24][CH:23]=[CH:22][CH:21]=1)[CH3:19])[CH2:9]2)=[O:7])(C)(C)C.FC(F)(F)C(O)=O. (2) The reactants are: N[C:2]1[CH:3]=[C:4]2[C:9](=[O:10])[NH:8][C:6](=[O:7])[C:5]2=[CH:11][CH:12]=1.[I-:13].[Cs+].II.I.N(OCCC(C)C)=O.C(=O)(O)[O-].[Na+]. Given the product [I:13][C:2]1[CH:3]=[C:4]2[C:9](=[O:10])[NH:8][C:6](=[O:7])[C:5]2=[CH:11][CH:12]=1, predict the reactants needed to synthesize it. (3) Given the product [F:15][C:16]1[CH:23]=[CH:22][C:19]([CH2:20][N:12]2[CH:13]=[C:9]([B:4]3[O:5][C:6]([CH3:7])([CH3:8])[C:2]([CH3:14])([CH3:1])[O:3]3)[CH:10]=[N:11]2)=[CH:18][CH:17]=1, predict the reactants needed to synthesize it. The reactants are: [CH3:1][C:2]1([CH3:14])[C:6]([CH3:8])([CH3:7])[O:5][B:4]([C:9]2[CH:10]=[N:11][NH:12][CH:13]=2)[O:3]1.[F:15][C:16]1[CH:23]=[CH:22][C:19]([CH2:20]Br)=[CH:18][CH:17]=1.C([O-])([O-])=O.[K+].[K+]. (4) Given the product [Cl:8][C:5]1[CH:6]=[CH:7][C:2]([NH:1][S:32]([C:29]2[CH:28]=[CH:27][C:26]([C:19]([CH3:20])([C:21]3[N:22]=[CH:23][O:24][CH:25]=3)[CH3:18])=[CH:31][CH:30]=2)(=[O:33])=[O:34])=[C:3]([C:9]([C:11]2[CH:12]=[N:13][C:14]([CH3:17])=[CH:15][CH:16]=2)=[O:10])[CH:4]=1, predict the reactants needed to synthesize it. The reactants are: [NH2:1][C:2]1[CH:7]=[CH:6][C:5]([Cl:8])=[CH:4][C:3]=1[C:9]([C:11]1[CH:12]=[N:13][C:14]([CH3:17])=[CH:15][CH:16]=1)=[O:10].[CH3:18][C:19]([C:26]1[CH:31]=[CH:30][C:29]([S:32](Cl)(=[O:34])=[O:33])=[CH:28][CH:27]=1)([C:21]1[N:22]=[CH:23][O:24][CH:25]=1)[CH3:20].